Dataset: Full USPTO retrosynthesis dataset with 1.9M reactions from patents (1976-2016). Task: Predict the reactants needed to synthesize the given product. (1) Given the product [CH2:1]([O:5][C:6]([N:8]1[CH2:12][CH2:11][CH:10]([C:13]2[CH:18]=[CH:17][C:16]([OH:19])=[CH:15][C:14]=2[OH:27])[CH2:9]1)=[O:7])[CH:2]([CH3:4])[CH3:3], predict the reactants needed to synthesize it. The reactants are: [CH2:1]([O:5][C:6]([N:8]1[CH2:12][CH2:11][CH:10]([C:13]2[CH:18]=[CH:17][C:16]([O:19]CC3C=CC=CC=3)=[CH:15][C:14]=2[O:27]CC2C=CC=CC=2)[CH2:9]1)=[O:7])[CH:2]([CH3:4])[CH3:3]. (2) Given the product [NH2:23][C:12]1[N:11]([CH3:24])[C:10](=[O:25])[CH2:9][C:8]([C:4]2[CH:5]=[CH:6][CH:7]=[C:2]([Br:1])[CH:3]=2)([CH3:26])[N:13]=1, predict the reactants needed to synthesize it. The reactants are: [Br:1][C:2]1[CH:3]=[C:4]([C:8]2([CH3:26])[N:13](CC3C=CC(OC)=CC=3)[C:12](=[NH:23])[N:11]([CH3:24])[C:10](=[O:25])[CH2:9]2)[CH:5]=[CH:6][CH:7]=1.O.[N+]([O-])([O-])=O.[Ce].[NH4+].C(=O)(O)[O-].[Na+]. (3) The reactants are: Cl[C:2]1[N:7]=[C:6]2[O:8][C:9]([C:15]3[CH:20]=[CH:19][C:18]([F:21])=[CH:17][CH:16]=3)=[C:10]([C:11](=[O:14])[NH:12][CH3:13])[C:5]2=[CH:4][C:3]=1[C:22]1[CH:23]=[C:24]([CH:28]=[CH:29][CH:30]=1)[C:25]([OH:27])=[O:26].[O-]P([O-])([O-])=O.[K+].[K+].[K+].[CH:39]1(P(C2CCCCC2)C2C(C3C(OC)=CC=CC=3OC)=CC(S([O-])(=O)=O)=CC=2)[CH2:44]CCC[CH2:40]1.[Na+].CN1CC(=O)OB(/C=C/C)OC(=O)C1. Given the product [F:21][C:18]1[CH:19]=[CH:20][C:15]([C:9]2[O:8][C:6]3=[N:7][C:2](/[CH:40]=[CH:39]/[CH3:44])=[C:3]([C:22]4[CH:23]=[C:24]([CH:28]=[CH:29][CH:30]=4)[C:25]([OH:27])=[O:26])[CH:4]=[C:5]3[C:10]=2[C:11](=[O:14])[NH:12][CH3:13])=[CH:16][CH:17]=1, predict the reactants needed to synthesize it. (4) Given the product [CH:32]1([C:9]2[C:8]3[C:12](=[CH:13][C:5]([C:3]([OH:2])=[O:4])=[CH:6][CH:7]=3)[N:11]([CH2:14][C:15]([N:17]3[CH2:22][CH2:21][O:20][CH2:19][CH2:18]3)=[O:16])[C:10]=2[C:23]2[CH:24]=[C:25]3[C:26](=[CH:27][CH:28]=2)[N:29]=[C:44]([C:43]2[CH:42]=[C:41]([CH3:47])[S:40][C:39]=2[CH3:38])[CH:45]=[CH:30]3)[CH2:33][CH2:34][CH2:35][CH2:36][CH2:37]1, predict the reactants needed to synthesize it. The reactants are: C[O:2][C:3]([C:5]1[CH:13]=[C:12]2[C:8]([C:9]([CH:32]3[CH2:37][CH2:36][CH2:35][CH2:34][CH2:33]3)=[C:10]([C:23]3[CH:28]=[CH:27][C:26]([NH2:29])=[C:25]([CH:30]=O)[CH:24]=3)[N:11]2[CH2:14][C:15]([N:17]2[CH2:22][CH2:21][O:20][CH2:19][CH2:18]2)=[O:16])=[CH:7][CH:6]=1)=[O:4].[CH3:38][C:39]1[S:40][C:41]([CH3:47])=[CH:42][C:43]=1[C:44](=O)[CH3:45].